From a dataset of Experimentally validated miRNA-target interactions with 360,000+ pairs, plus equal number of negative samples. Binary Classification. Given a miRNA mature sequence and a target amino acid sequence, predict their likelihood of interaction. (1) The miRNA is hsa-miR-222-5p with sequence CUCAGUAGCCAGUGUAGAUCCU. The protein sequence of the target gene is MSFIFEWIYNGFSSVLQFLGLYKKSGKLVFLGLDNAGKTTLLHMLKDDRLGQHVPTLHPTSEELTIAGMTFTTFDLGGHEQARRVWKNYLPAINGIVFLVDCADHSRLVESKVELNALMTDETISNVPILILGNKIDRTDAISEEKLREIFGLYGQTTGKGNVTLKELNARPMEVFMCSVLKRQGYGEGFRWLSQYID. Result: 1 (interaction). (2) The miRNA is hsa-miR-618 with sequence AAACUCUACUUGUCCUUCUGAGU. The protein sequence of the target gene is MAEDKTKPSELDQGKYDADDNVKIICLGDSAVGKSKLMERFLMDGFQPQQLSTYALTLYKHTATVDGKTILVDFWDTAGQERFQSMHASYYHKAHACIMVFDIQRKVTYRNLSTWYTELREFRPEIPCIVVANKIDDINVTQKSFNFAKKFSLPLYFVSAADGTNVVKLFNDAIRLAVSYKQNSQDFMDEIFQELENFSLEQEEEDVPDQEQSSSIETPSEEVASPHS. Result: 0 (no interaction).